This data is from Reaction yield outcomes from USPTO patents with 853,638 reactions. The task is: Predict the reaction yield, written as a fraction of the theoretical maximum amount of product (1.0 means a 100% yield; for example, 0.34 means a 34% yield). (1) The reactants are [NH2:1][C:2]([NH2:4])=[S:3].[Cl:5][CH2:6][C:7]([CH2:9]Cl)=O. The catalyst is CC(C)=O. The product is [ClH:5].[NH2:1][C:2]1[S:3][CH:9]=[C:7]([CH2:6][Cl:5])[N:4]=1. The yield is 0.900. (2) The reactants are [Cl:1][C:2]1[CH:3]=[CH:4][C:5]2[C:9]([CH:10]=1)=[N:8][N:7]([CH2:11][C:12]([NH:16][C:17](=[O:29])[C:18]1[CH:23]=[CH:22][C:21]([O:24][C:25]([F:28])([F:27])[F:26])=[CH:20][CH:19]=1)([C:14]#[N:15])[CH3:13])[CH:6]=2.[Br:30]N1C(=O)CCC1=O. The catalyst is C(#N)C.O. The product is [Br:30][C:6]1[N:7]([CH2:11][C:12]([NH:16][C:17](=[O:29])[C:18]2[CH:23]=[CH:22][C:21]([O:24][C:25]([F:26])([F:27])[F:28])=[CH:20][CH:19]=2)([C:14]#[N:15])[CH3:13])[N:8]=[C:9]2[C:5]=1[CH:4]=[CH:3][C:2]([Cl:1])=[CH:10]2. The yield is 0.420. (3) The reactants are [Li+].CCC[CH2-].[CH3:6][Si:7]([C:10]#[CH:11])([CH3:9])[CH3:8].[CH2:12]([C@@:14]12[C:22](=[O:23])[CH2:21][CH2:20][C:19]1=[CH:18][C:17](=[O:24])[CH2:16][CH2:15]2)[CH3:13]. The catalyst is C1COCC1. The product is [CH2:12]([C@@:14]12[C@:22]([OH:23])([C:11]#[C:10][Si:7]([CH3:9])([CH3:8])[CH3:6])[CH2:21][CH2:20][C:19]1=[CH:18][C:17](=[O:24])[CH2:16][CH2:15]2)[CH3:13]. The yield is 0.840. (4) The reactants are [F:1][C:2]1[CH:3]=[C:4]([OH:11])[CH:5]=[CH:6][C:7]=1[N+:8]([O-:10])=[O:9].[F:12][C:13]([F:26])([F:25])[S:14](O[S:14]([C:13]([F:26])([F:25])[F:12])(=[O:16])=[O:15])(=[O:16])=[O:15].C(N(CC)CC)C. The catalyst is C(Cl)Cl. The product is [F:12][C:13]([F:26])([F:25])[S:14]([O:11][C:4]1[CH:5]=[CH:6][C:7]([N+:8]([O-:10])=[O:9])=[C:2]([F:1])[CH:3]=1)(=[O:16])=[O:15]. The yield is 0.851. (5) The reactants are [Cl:1][C:2]1[N:7]=[C:6]([NH:8][C:9](=[O:11])[CH3:10])[CH:5]=[C:4](Cl)[N:3]=1.[CH2:13]([O:15][C:16]1[CH:17]=[C:18]([CH:27]=[CH:28][C:29]=1[O:30][CH3:31])[CH2:19][N:20]1[CH2:25][CH2:24][CH:23]([NH2:26])[CH2:22][CH2:21]1)[CH3:14]. The catalyst is CC(N(C)C)=O. The product is [Cl:1][C:2]1[N:7]=[C:6]([NH:8][C:9](=[O:11])[CH3:10])[CH:5]=[C:4]([NH:26][CH:23]2[CH2:24][CH2:25][N:20]([CH2:19][C:18]3[CH:27]=[CH:28][C:29]([O:30][CH3:31])=[C:16]([O:15][CH2:13][CH3:14])[CH:17]=3)[CH2:21][CH2:22]2)[N:3]=1. The yield is 0.0300. (6) The reactants are [CH3:1][O:2][C:3]1[CH:4]=[C:5]([C:9](=[O:11])[CH3:10])[CH:6]=[CH:7][CH:8]=1.[CH3:12][N:13]([CH:15](OC)OC)[CH3:14]. No catalyst specified. The product is [CH3:12][N:13]([CH3:15])/[CH:14]=[CH:10]/[C:9]([C:5]1[CH:6]=[CH:7][CH:8]=[C:3]([O:2][CH3:1])[CH:4]=1)=[O:11]. The yield is 0.890. (7) The catalyst is C(Cl)Cl. The product is [CH2:1]([O:8][C:9]([N:11]1[CH:16]2[CH2:17][N:18]([S:30]([CH3:29])(=[O:32])=[O:31])[CH2:19][CH:12]1[CH2:13][O:14][CH2:15]2)=[O:10])[C:2]1[CH:3]=[CH:4][CH:5]=[CH:6][CH:7]=1. The yield is 0.950. The reactants are [CH2:1]([O:8][C:9]([N:11]1[CH:16]2[CH2:17][NH:18][CH2:19][CH:12]1[CH2:13][O:14][CH2:15]2)=[O:10])[C:2]1[CH:7]=[CH:6][CH:5]=[CH:4][CH:3]=1.CCN(C(C)C)C(C)C.[CH3:29][S:30](Cl)(=[O:32])=[O:31].